Dataset: Reaction yield outcomes from USPTO patents with 853,638 reactions. Task: Predict the reaction yield, written as a fraction of the theoretical maximum amount of product (1.0 means a 100% yield; for example, 0.34 means a 34% yield). (1) The reactants are [C:1]([O:5][C:6]([N:8]1[CH2:13][CH:12]=[C:11]([C:14]2[CH:19]=[CH:18][C:17]([N+:20]([O-])=O)=[CH:16][N:15]=2)[CH2:10][CH2:9]1)=[O:7])([CH3:4])([CH3:3])[CH3:2]. The catalyst is CO.[Pd]. The product is [C:1]([O:5][C:6]([N:8]1[CH2:9][CH2:10][CH:11]([C:14]2[CH:19]=[CH:18][C:17]([NH2:20])=[CH:16][N:15]=2)[CH2:12][CH2:13]1)=[O:7])([CH3:4])([CH3:2])[CH3:3]. The yield is 1.07. (2) The reactants are [CH3:1][C:2]1[NH:3][C:4](=O)[C:5]2[C:10]3[CH2:11][CH2:12][CH2:13][CH2:14][C:9]=3[S:8][C:6]=2[N:7]=1.O=P(Cl)(Cl)[Cl:18].C(Cl)(Cl)Cl. The catalyst is C(OC(=O)C)(=O)C. The product is [Cl:18][C:4]1[C:5]2[C:10]3[CH2:11][CH2:12][CH2:13][CH2:14][C:9]=3[S:8][C:6]=2[N:7]=[C:2]([CH3:1])[N:3]=1. The yield is 0.810. (3) The reactants are [S:1]1[CH:5]=[CH:4][CH:3]=[C:2]1[CH2:6][CH2:7][C:8]([OH:10])=O.O.ON1C2C=CC=CC=2N=N1.Cl.CN(C)CCCN=C=NCC.[CH3:34][C:35]1([C:41]2[CH:42]=[C:43]([NH:47][S:48]([CH3:51])(=[O:50])=[O:49])[CH:44]=[CH:45][CH:46]=2)[CH:40]2[CH:36]1[CH2:37][NH:38][CH2:39]2.C(=O)([O-])O.[Na+]. The catalyst is CN(C)C=O.CO. The product is [CH3:34][C:35]1([C:41]2[CH:42]=[C:43]([NH:47][S:48]([CH3:51])(=[O:50])=[O:49])[CH:44]=[CH:45][CH:46]=2)[CH:40]2[CH:36]1[CH2:37][N:38]([C:8](=[O:10])[CH2:7][CH2:6][C:2]1[S:1][CH:5]=[CH:4][CH:3]=1)[CH2:39]2. The yield is 0.660. (4) The reactants are [CH:1]1[C:10]2[C:5](=[CH:6][CH:7]=[CH:8][CH:9]=2)[CH:4]=[CH:3][C:2]=1[C:11]([NH:13][C:14]1[CH:35]=[CH:34][C:17]([CH2:18][N:19]2[C:27]3[C:22](=[CH:23][CH:24]=[CH:25][CH:26]=3)[C:21]([CH2:28][C:29]([O:31]CC)=[O:30])=[N:20]2)=[CH:16][CH:15]=1)=[O:12].O.[OH-].[Li+].O.Cl. The catalyst is O1CCCC1. The product is [CH:1]1[C:10]2[C:5](=[CH:6][CH:7]=[CH:8][CH:9]=2)[CH:4]=[CH:3][C:2]=1[C:11]([NH:13][C:14]1[CH:15]=[CH:16][C:17]([CH2:18][N:19]2[C:27]3[C:22](=[CH:23][CH:24]=[CH:25][CH:26]=3)[C:21]([CH2:28][C:29]([OH:31])=[O:30])=[N:20]2)=[CH:34][CH:35]=1)=[O:12]. The yield is 0.580. (5) The reactants are [S:1]1[CH2:5][C:4](=[O:6])[NH:3][C:2]1=[O:7].[Br:8][C:9]1[N:14]=[C:13]([CH:15]=O)[CH:12]=[CH:11][CH:10]=1.C(O)(=O)C.N1CCCCC1. The catalyst is C1(C)C=CC=CC=1. The product is [Br:8][C:9]1[N:14]=[C:13](/[CH:15]=[C:5]2/[C:4](=[O:6])[NH:3][C:2](=[O:7])[S:1]/2)[CH:12]=[CH:11][CH:10]=1. The yield is 0.600. (6) The reactants are N[C:2]1[S:3][C:4]([CH2:7][N:8]2[CH2:12][CH2:11][CH2:10][C:9]2=[O:13])=[CH:5][N:6]=1.C(ON=O)CC(C)C. The catalyst is C1COCC1. The product is [S:3]1[C:4]([CH2:7][N:8]2[CH2:12][CH2:11][CH2:10][C:9]2=[O:13])=[CH:5][N:6]=[CH:2]1. The yield is 0.310. (7) The reactants are CC([O-])(C)C.[K+].CC1C=CC(S([CH2:17][N+:18]#[C-])(=O)=O)=CC=1.[CH2:20]([O:27][C:28]1[CH:29]=[C:30]([CH:33]=[CH:34][C:35]=1[O:36][CH3:37])[CH:31]=O)[C:21]1[CH:26]=[CH:25][CH:24]=[CH:23][CH:22]=1.CO. The catalyst is C1COCC1.O. The product is [CH2:20]([O:27][C:28]1[CH:29]=[C:30]([CH2:31][C:17]#[N:18])[CH:33]=[CH:34][C:35]=1[O:36][CH3:37])[C:21]1[CH:26]=[CH:25][CH:24]=[CH:23][CH:22]=1. The yield is 0.480. (8) The reactants are [Cl:1][C:2]1[CH:7]=[CH:6][C:5]([CH2:8][C:9]2[CH:14]=[CH:13][N:12]=[CH:11][CH:10]=2)=[CH:4][C:3]=1[S:15](Cl)(=[O:17])=[O:16].[OH-].[NH4+:20]. No catalyst specified. The product is [Cl:1][C:2]1[CH:7]=[CH:6][C:5]([CH2:8][C:9]2[CH:14]=[CH:13][N:12]=[CH:11][CH:10]=2)=[CH:4][C:3]=1[S:15]([NH2:20])(=[O:17])=[O:16]. The yield is 1.00. (9) The reactants are [CH:1]1[C:6]([C:7]([CH2:9][NH2:10])=O)=[CH:5][CH:4]=[C:3]([Br:11])[CH:2]=1.Cl.C([O-])(=O)C.[Na+].C(O)(=O)C.[NH:22]=[C:23](SC)[C:24]([O:26][CH2:27][CH3:28])=[O:25]. The catalyst is O1CCOCC1. The product is [Br:11][C:3]1[CH:4]=[CH:5][C:6]([C:7]2[N:22]=[C:23]([C:24]([O:26][CH2:27][CH3:28])=[O:25])[NH:10][CH:9]=2)=[CH:1][CH:2]=1. The yield is 0.750. (10) The reactants are CC1(C)[O:6][C@@H:5]([C@@H:7]([C:17]2[S:18][CH:19]=[CH:20][CH:21]=2)[N:8]2[C:16]3[C:11](=[CH:12][CH:13]=[CH:14][CH:15]=3)[CH:10]=[CH:9]2)[CH2:4][O:3]1.C1(S(O)(=O)=O)C=CC=CC=1. The catalyst is CO.C(OCC)(=O)C. The product is [N:8]1([C@@H:7]([C:17]2[S:18][CH:19]=[CH:20][CH:21]=2)[C@H:5]([OH:6])[CH2:4][OH:3])[C:16]2[C:11](=[CH:12][CH:13]=[CH:14][CH:15]=2)[CH:10]=[CH:9]1. The yield is 0.740.